Dataset: Catalyst prediction with 721,799 reactions and 888 catalyst types from USPTO. Task: Predict which catalyst facilitates the given reaction. Reactant: [O:1]=[C:2]1[CH2:11][CH2:10][C:9]2[C:4](=[CH:5][CH:6]=[CH:7][C:8]=2/[CH:12]=[CH:13]/[C:14]([O:16]CC)=[O:15])[NH:3]1. Product: [O:1]=[C:2]1[CH2:11][CH2:10][C:9]2[C:4](=[CH:5][CH:6]=[CH:7][C:8]=2[CH2:12][CH2:13][C:14]([OH:16])=[O:15])[NH:3]1. The catalyst class is: 19.